Dataset: Reaction yield outcomes from USPTO patents with 853,638 reactions. Task: Predict the reaction yield, written as a fraction of the theoretical maximum amount of product (1.0 means a 100% yield; for example, 0.34 means a 34% yield). (1) The reactants are [NH2:1][C:2]1[N:3]=[CH:4][C:5]([C:8]2[CH:13]=[CH:12][C:11]([C:14]3[CH:19]=[CH:18][CH:17]=[CH:16][C:15]=3[CH2:20]O)=[CH:10][C:9]=2[F:22])=[N:6][CH:7]=1.O=S(Cl)[Cl:25]. The catalyst is C(Cl)Cl. The product is [Cl:25][CH2:20][C:15]1[C:14]([C:11]2[CH:12]=[CH:13][C:8]([C:5]3[N:6]=[CH:7][C:2]([NH2:1])=[N:3][CH:4]=3)=[C:9]([F:22])[CH:10]=2)=[CH:19][CH:18]=[CH:17][CH:16]=1. The yield is 0.980. (2) The reactants are [C:1]([C:3]1[CH:4]=[C:5]([C:13]2[O:17][N:16]=[C:15]([C:18]3[CH:27]=[CH:26][CH:25]=[C:24]4[C:19]=3[CH2:20][CH2:21][CH2:22][C@H:23]4[NH:28][S:29]([CH2:32][C:33]([OH:35])=O)(=[O:31])=[O:30])[N:14]=2)[CH:6]=[CH:7][C:8]=1[O:9][CH:10]([CH3:12])[CH3:11])#[N:2].ON1C2C=CC=CC=2N=N1.C(Cl)CCl.[CH3:50][NH:51][CH3:52]. The catalyst is CN(C=O)C.C([O-])(O)=O.[Na+]. The product is [C:1]([C:3]1[CH:4]=[C:5]([C:13]2[O:17][N:16]=[C:15]([C:18]3[CH:27]=[CH:26][CH:25]=[C:24]4[C:19]=3[CH2:20][CH2:21][CH2:22][C@H:23]4[NH:28][S:29]([CH2:32][C:33]([N:51]([CH3:52])[CH3:50])=[O:35])(=[O:31])=[O:30])[N:14]=2)[CH:6]=[CH:7][C:8]=1[O:9][CH:10]([CH3:12])[CH3:11])#[N:2]. The yield is 0.280. (3) The catalyst is [OH-].[Na+].ClCCl. The yield is 0.710. The product is [Br:10][CH2:11][C:12]([NH:6][C:5]1[CH:7]=[CH:8][C:2]([Br:1])=[C:3]([CH3:9])[CH:4]=1)=[O:13]. The reactants are [Br:1][C:2]1[CH:8]=[CH:7][C:5]([NH2:6])=[CH:4][C:3]=1[CH3:9].[Br:10][CH2:11][C:12](Cl)=[O:13]. (4) The reactants are C(Cl)(=O)C(Cl)=O.CS(C)=O.[OH:11][CH2:12][C:13]([NH:16][C:17]1[S:18][CH:19]=[C:20]([C:22]2[CH:29]=[CH:28][C:25]([C:26]#[N:27])=[CH:24][CH:23]=2)[N:21]=1)([CH3:15])[CH3:14].C(N(CC)CC)C. The catalyst is C(Cl)Cl.O1CCCC1. The product is [CH3:15][C:13]([NH:16][C:17]1[S:18][CH:19]=[C:20]([C:22]2[CH:23]=[CH:24][C:25]([C:26]#[N:27])=[CH:28][CH:29]=2)[N:21]=1)([CH3:14])[CH:12]=[O:11]. The yield is 0.610.